Regression. Given two drug SMILES strings and cell line genomic features, predict the synergy score measuring deviation from expected non-interaction effect. From a dataset of NCI-60 drug combinations with 297,098 pairs across 59 cell lines. (1) Drug 1: C1CCN(CC1)CCOC2=CC=C(C=C2)C(=O)C3=C(SC4=C3C=CC(=C4)O)C5=CC=C(C=C5)O. Drug 2: C1CC(C1)(C(=O)O)C(=O)O.[NH2-].[NH2-].[Pt+2]. Cell line: OVCAR3. Synergy scores: CSS=42.2, Synergy_ZIP=2.25, Synergy_Bliss=3.90, Synergy_Loewe=1.75, Synergy_HSA=1.12. (2) Drug 1: CN(C)C1=NC(=NC(=N1)N(C)C)N(C)C. Drug 2: COC1=NC(=NC2=C1N=CN2C3C(C(C(O3)CO)O)O)N. Cell line: OVCAR-5. Synergy scores: CSS=-2.28, Synergy_ZIP=1.09, Synergy_Bliss=-0.0347, Synergy_Loewe=-1.73, Synergy_HSA=-1.88.